This data is from Merck oncology drug combination screen with 23,052 pairs across 39 cell lines. The task is: Regression. Given two drug SMILES strings and cell line genomic features, predict the synergy score measuring deviation from expected non-interaction effect. (1) Drug 1: COc1cccc2c1C(=O)c1c(O)c3c(c(O)c1C2=O)CC(O)(C(=O)CO)CC3OC1CC(N)C(O)C(C)O1. Drug 2: Cc1nc(Nc2ncc(C(=O)Nc3c(C)cccc3Cl)s2)cc(N2CCN(CCO)CC2)n1. Cell line: UACC62. Synergy scores: synergy=13.1. (2) Drug 1: COc1cccc2c1C(=O)c1c(O)c3c(c(O)c1C2=O)CC(O)(C(=O)CO)CC3OC1CC(N)C(O)C(C)O1. Drug 2: Cn1c(=O)n(-c2ccc(C(C)(C)C#N)cc2)c2c3cc(-c4cnc5ccccc5c4)ccc3ncc21. Cell line: UACC62. Synergy scores: synergy=20.3. (3) Synergy scores: synergy=-2.87. Drug 1: CC1CC2C3CCC4=CC(=O)C=CC4(C)C3(F)C(O)CC2(C)C1(O)C(=O)CO. Drug 2: O=C(O)C1(Cc2cccc(Nc3nccs3)n2)CCC(Oc2cccc(Cl)c2F)CC1. Cell line: A427.